This data is from Forward reaction prediction with 1.9M reactions from USPTO patents (1976-2016). The task is: Predict the product of the given reaction. (1) Given the reactants Br[C:2]1[CH:3]=[CH:4][C:5]2[C:11]3[CH:12]=[CH:13][C:14]([Br:16])=[CH:15][C:10]=3[CH2:9][O:8][CH2:7][C:6]=2[CH:17]=1.C([Sn](CCCC)(CCCC)[CH:23]=[CH:24][O:25]CC)CCC.O.C1C(=O)N([Br:44])C(=O)C1, predict the reaction product. The product is: [Br:44][CH2:23][C:24]([C:2]1[CH:3]=[CH:4][C:5]2[C:11]3[CH:12]=[CH:13][C:14]([Br:16])=[CH:15][C:10]=3[CH2:9][O:8][CH2:7][C:6]=2[CH:17]=1)=[O:25]. (2) The product is: [C:35]([C:20]1[C:21]2[CH2:26][CH2:25][N:24]([C:27]([O:29][C:30]([CH3:32])([CH3:31])[CH3:33])=[O:28])[CH2:23][C:22]=2[S:34][C:19]=1[NH:18][C:9]([NH:8][C:5]1[CH:6]=[CH:7][C:2]([Cl:1])=[CH:3][CH:4]=1)=[O:10])(=[O:37])[NH2:36]. Given the reactants [Cl:1][C:2]1[CH:7]=[CH:6][C:5]([N:8]=[C:9]=[O:10])=[CH:4][CH:3]=1.C(N(CC)CC)C.[NH2:18][C:19]1[S:34][C:22]2[CH2:23][N:24]([C:27]([O:29][C:30]([CH3:33])([CH3:32])[CH3:31])=[O:28])[CH2:25][CH2:26][C:21]=2[C:20]=1[C:35](=[O:37])[NH2:36], predict the reaction product. (3) Given the reactants [C:1]([O:7][CH2:8][CH:9]([C:15]1[C:20]([CH3:21])=[CH:19][C:18]([N+:22]([O-])=O)=[CH:17][C:16]=1[Br:25])[O:10][C:11]([CH3:14])([CH3:13])[CH3:12])(=[O:6])[C:2]([CH3:5])([CH3:4])[CH3:3], predict the reaction product. The product is: [C:1]([O:7][CH2:8][C@H:9]([C:15]1[C:20]([CH3:21])=[CH:19][C:18]([NH2:22])=[CH:17][C:16]=1[Br:25])[O:10][C:11]([CH3:12])([CH3:13])[CH3:14])(=[O:6])[C:2]([CH3:3])([CH3:4])[CH3:5]. (4) Given the reactants [CH2:1]([C@@H:3]1[O:5][CH2:4]1)Cl.[C:6]([C:10]1[CH:15]=[CH:14][C:13]([OH:16])=[CH:12][CH:11]=1)([CH3:9])([CH3:8])[CH3:7].[OH-].[Na+], predict the reaction product. The product is: [C:6]([C:10]1[CH:11]=[CH:12][C:13]([O:16][CH2:1][C@@H:3]2[CH2:4][O:5]2)=[CH:14][CH:15]=1)([CH3:9])([CH3:7])[CH3:8]. (5) The product is: [NH2:9][C:10]1[C:15]([O:16][CH2:17][CH:18]2[CH2:19][CH2:20][N:21]([C:24]3[N:29]=[C:28]([O:6][C@H:4]([CH3:5])[CH2:3][O:2][CH3:1])[N:27]=[C:26]([C:31]([NH:33][CH2:34][CH3:35])=[O:32])[CH:25]=3)[CH2:22][CH2:23]2)=[CH:14][C:13]([C:36]2[N:37]=[N:38][N:39]([CH3:41])[CH:40]=2)=[CH:12][N:11]=1. Given the reactants [CH3:1][O:2][CH2:3][C@H:4]([OH:6])[CH3:5].[H-].[Na+].[NH2:9][C:10]1[C:15]([O:16][CH2:17][CH:18]2[CH2:23][CH2:22][N:21]([C:24]3[N:29]=[C:28](Cl)[N:27]=[C:26]([C:31]([NH:33][CH2:34][CH3:35])=[O:32])[CH:25]=3)[CH2:20][CH2:19]2)=[CH:14][C:13]([C:36]2[N:37]=[N:38][N:39]([CH3:41])[CH:40]=2)=[CH:12][N:11]=1.O, predict the reaction product.